Dataset: Forward reaction prediction with 1.9M reactions from USPTO patents (1976-2016). Task: Predict the product of the given reaction. (1) Given the reactants C1C=CC(P(C2C=CC3C(=CC=CC=3)C=2C2C3C(=CC=CC=3)C=CN=2)C2C=CC=CC=2)=CC=1.[CH:34]([O:37][C:38]([C@@H:40]1[CH2:44][C@H:43]([C:45](=[O:47])[CH3:46])[C@H:42]([C:48]2[CH:53]=[CH:52][C:51]([O:54][CH3:55])=[C:50]([O:56][CH2:57][CH2:58][CH2:59][O:60][CH3:61])[CH:49]=2)[NH:41]1)=[O:39])([CH3:36])[CH3:35], predict the reaction product. The product is: [CH:34]([O:37][C:38]([C@H:40]1[CH2:44][C@@H:43]([C:45](=[O:47])[CH3:46])[C@@H:42]([C:48]2[CH:53]=[CH:52][C:51]([O:54][CH3:55])=[C:50]([O:56][CH2:57][CH2:58][CH2:59][O:60][CH3:61])[CH:49]=2)[NH:41]1)=[O:39])([CH3:35])[CH3:36]. (2) Given the reactants [CH2:1]([C@@:4]1([O:26][CH2:27][C:28]2[CH:33]=[CH:32][CH:31]=[CH:30][CH:29]=2)[C@@H:12]([CH2:13][O:14][CH2:15][C:16]2[CH:21]=[CH:20][CH:19]=[CH:18][CH:17]=2)[O:11][CH:6](OC(=O)C)[C@@H:5]1[O:22][C:23](=[O:25])[CH3:24])[CH:2]=[CH2:3].[NH:34]1[CH:42]=[C:40]([CH3:41])[C:38](=[O:39])[NH:37][C:35]1=[O:36].C/C(/O[Si](C)(C)C)=N\[Si](C)(C)C.O([Si](C)(C)C)S(C(F)(F)F)(=O)=O.C(=O)([O-])O.[Na+], predict the reaction product. The product is: [C:23]([O:22][C@@H:5]1[C@:4]([CH2:1][CH:2]=[CH2:3])([O:26][CH2:27][C:28]2[CH:29]=[CH:30][CH:31]=[CH:32][CH:33]=2)[C@@H:12]([CH2:13][O:14][CH2:15][C:16]2[CH:21]=[CH:20][CH:19]=[CH:18][CH:17]=2)[O:11][C@H:6]1[N:34]1[CH:42]=[C:40]([CH3:41])[C:38](=[O:39])[NH:37][C:35]1=[O:36])(=[O:25])[CH3:24]. (3) The product is: [N:35]1[CH:36]=[CH:37][N:38]2[CH:14]=[CH:15][C:16]([C:17]([OH:20])([CH3:18])[CH3:19])=[N:33][C:34]=12. Given the reactants CC(OC(=O)C)(C)C(=O)C.C(O[CH:14](OCC)[CH2:15][C:16](=O)[C:17]([O:20]C(=O)C)([CH3:19])[CH3:18])C.S(O)(O)(=O)=O.[NH2:33][C:34]1[NH:35][CH:36]=[CH:37][N:38]=1.[NH2:33][C:34]1[NH:35][CH:36]=[CH:37][N:38]=1, predict the reaction product. (4) Given the reactants [CH2:1]1[CH:5]2[CH2:6][NH:7][CH2:8][CH:4]2[CH2:3][N:2]1[C:9]1[CH:18]=[N:17][C:16]2[C:11](=[CH:12][CH:13]=[CH:14][CH:15]=2)[N:10]=1.[CH3:19][C:20]1[CH:24]=[CH:23][O:22][C:21]=1[C:25](O)=[O:26], predict the reaction product. The product is: [CH3:19][C:20]1[CH:24]=[CH:23][O:22][C:21]=1[C:25]([N:7]1[CH2:8][CH:4]2[CH:5]([CH2:1][N:2]([C:9]3[CH:18]=[N:17][C:16]4[C:11](=[CH:12][CH:13]=[CH:14][CH:15]=4)[N:10]=3)[CH2:3]2)[CH2:6]1)=[O:26]. (5) Given the reactants [CH3:1][O:2][C:3]1[CH:8]=[CH:7][N:6]=[C:5]([CH2:9][CH2:10][C:11](O)=O)[CH:4]=1.[NH2:14][C:15]1[C:20]([NH2:21])=[CH:19][C:18]([CH3:22])=[CH:17][N:16]=1, predict the reaction product. The product is: [CH3:1][O:2][C:3]1[CH:8]=[CH:7][N:6]=[C:5]([CH2:9][CH2:10][C:11]2[NH:14][C:15]3=[N:16][CH:17]=[C:18]([CH3:22])[CH:19]=[C:20]3[N:21]=2)[CH:4]=1. (6) Given the reactants [CH3:1][N:2]1[CH2:7][CH2:6][N:5]([CH2:8][CH2:9][O:10][C:11]2[CH:16]=[CH:15][N:14]3[N:17]=[C:18]([CH3:42])[C:19]([C:20]4[S:21][C:22]([C:31]5[N:35]=[CH:34][N:33](C6CCCCO6)[N:32]=5)=[C:23]([C:25]5[CH:30]=[CH:29][CH:28]=[CH:27][CH:26]=5)[N:24]=4)=[C:13]3[CH:12]=2)[CH2:4][C:3]1=[O:43].[ClH:44].CCOC(C)=O, predict the reaction product. The product is: [ClH:44].[CH3:1][N:2]1[CH2:7][CH2:6][N:5]([CH2:8][CH2:9][O:10][C:11]2[CH:16]=[CH:15][N:14]3[N:17]=[C:18]([CH3:42])[C:19]([C:20]4[S:21][C:22]([C:31]5[N:35]=[CH:34][NH:33][N:32]=5)=[C:23]([C:25]5[CH:30]=[CH:29][CH:28]=[CH:27][CH:26]=5)[N:24]=4)=[C:13]3[CH:12]=2)[CH2:4][C:3]1=[O:43]. (7) Given the reactants [Br:1][C:2]1[CH:10]=[CH:9][CH:8]=[CH:7][C:3]=1[C:4]([OH:6])=[O:5].C([O-])([O-])=O.[K+:15].[K+], predict the reaction product. The product is: [K+:15].[Br:1][C:2]1[CH:10]=[CH:9][CH:8]=[CH:7][C:3]=1[C:4]([O-:6])=[O:5]. (8) Given the reactants [C:1]1([S:7]([N:10]2[C:14]3[N:15]=[CH:16][N:17]=[C:18](Cl)[C:13]=3[CH:12]=[C:11]2[I:20])(=[O:9])=[O:8])[CH:6]=[CH:5][CH:4]=[CH:3][CH:2]=1.[F:21][C:22]1[CH:27]=[CH:26][C:25]([C:28]2[NH:29][C:30]([CH:33]3[CH2:38][CH2:37][NH:36][CH2:35][CH2:34]3)=[N:31][N:32]=2)=[CH:24][CH:23]=1.FC(F)(F)C(O)=O.C(=O)([O-])[O-].[K+].[K+].C(#N)C, predict the reaction product. The product is: [C:1]1([S:7]([N:10]2[C:14]3[N:15]=[CH:16][N:17]=[C:18]([N:36]4[CH2:35][CH2:34][CH:33]([C:30]5[NH:29][C:28]([C:25]6[CH:26]=[CH:27][C:22]([F:21])=[CH:23][CH:24]=6)=[N:32][N:31]=5)[CH2:38][CH2:37]4)[C:13]=3[CH:12]=[C:11]2[I:20])(=[O:9])=[O:8])[CH:6]=[CH:5][CH:4]=[CH:3][CH:2]=1.[F:21][C:22]1[CH:27]=[CH:26][C:25]([C:28]2[NH:29][C:30]([CH:33]3[CH2:38][CH2:37][N:36]([C:18]4[C:13]5[CH:12]=[C:11]([I:20])[NH:10][C:14]=5[N:15]=[CH:16][N:17]=4)[CH2:35][CH2:34]3)=[N:31][N:32]=2)=[CH:24][CH:23]=1.